From a dataset of Reaction yield outcomes from USPTO patents with 853,638 reactions. Predict the reaction yield, written as a fraction of the theoretical maximum amount of product (1.0 means a 100% yield; for example, 0.34 means a 34% yield). (1) The reactants are [C:1]1([OH:7])[CH:6]=[CH:5][CH:4]=[CH:3][CH:2]=1.CC1(C)[O:16][CH:15]2[CH:11]([CH:12]([CH2:27]O)[O:13][CH:14]2[N:17]2[C:21]3[N:22]=[CH:23][N:24]=[C:25]([NH2:26])[C:20]=3[N:19]=[CH:18]2)[O:10]1.N(C(OC(C)C)=O)=NC(OC(C)C)=O.C(O)(=O)C. The catalyst is C1COCC1. The product is [NH2:26][C:25]1[N:24]=[CH:23][N:22]=[C:21]2[C:20]=1[N:19]=[CH:18][N:17]2[C@@H:14]1[C@H:15]([OH:16])[C@@H:11]([OH:10])[C@@H:12]([CH2:27][O:7][C:1]2[CH:6]=[CH:5][CH:4]=[CH:3][CH:2]=2)[O:13]1. The yield is 0.400. (2) The reactants are [H-].[Al+3].[Li+].[H-].[H-].[H-].[N:7]1([C:14](=O)[CH3:15])[CH2:13][CH2:12][CH2:11][NH:10][CH2:9][CH2:8]1.Cl. The catalyst is C1COCC1. The product is [CH2:14]([N:7]1[CH2:13][CH2:12][CH2:11][NH:10][CH2:9][CH2:8]1)[CH3:15]. The yield is 0.400. (3) The reactants are [F:1][C:2]1[CH:8]=[CH:7][C:5]([NH2:6])=[CH:4][CH:3]=1.S(C1C=CC(C)=CC=1)(O[CH2:13][CH2:14][F:15])(=O)=O. The catalyst is CN(C=O)C.C(OCC)(=O)C. The product is [F:15][CH2:14][CH2:13][NH:6][C:5]1[CH:7]=[CH:8][C:2]([F:1])=[CH:3][CH:4]=1. The yield is 0.200. (4) The reactants are [C:1]1([N:7]=[C:8]=[O:9])[CH:6]=[CH:5][CH:4]=[CH:3][CH:2]=1.[NH2:10][CH:11]1[CH2:16][CH2:15][CH2:14][CH:13]([OH:17])[CH2:12]1. The catalyst is CN(C=O)C. The product is [OH:17][CH:13]1[CH2:14][CH2:15][CH2:16][CH:11]([NH:10][C:8]([NH:7][C:1]2[CH:6]=[CH:5][CH:4]=[CH:3][CH:2]=2)=[O:9])[CH2:12]1. The yield is 0.690. (5) The reactants are [C:1]([O:5][C:6]([N:8]1[CH2:14][C:13]2[CH:15]=[C:16]([Cl:19])[CH:17]=[CH:18][C:12]=2[NH:11][C:10](=O)[CH2:9]1)=[O:7])([CH3:4])([CH3:3])[CH3:2].COC1C=CC(P2(=S)SP(=S)(C3C=CC(OC)=CC=3)[S:30]2)=CC=1. The catalyst is O1CCCC1. The product is [C:1]([O:5][C:6]([N:8]1[CH2:14][C:13]2[CH:15]=[C:16]([Cl:19])[CH:17]=[CH:18][C:12]=2[NH:11][C:10](=[S:30])[CH2:9]1)=[O:7])([CH3:4])([CH3:3])[CH3:2]. The yield is 0.864. (6) The reactants are [Cl:1][C:2]1[N:7]=[CH:6][N:5]=[C:4]([O:8][C:9]2[C:15]([CH3:16])=[CH:14][C:12]([NH2:13])=[CH:11][C:10]=2[CH3:17])[CH:3]=1.[F:18][C:19]([F:30])([F:29])[C:20]1[CH:21]=[C:22]([N:26]=[C:27]=[O:28])[CH:23]=[CH:24][CH:25]=1.CO. The catalyst is O1CCCC1. The product is [Cl:1][C:2]1[N:7]=[CH:6][N:5]=[C:4]([O:8][C:9]2[C:15]([CH3:16])=[CH:14][C:12]([NH:13][C:27]([NH:26][C:22]3[CH:23]=[CH:24][CH:25]=[C:20]([C:19]([F:18])([F:29])[F:30])[CH:21]=3)=[O:28])=[CH:11][C:10]=2[CH3:17])[CH:3]=1. The yield is 0.770. (7) The reactants are [NH:1]1[CH2:5][CH2:4][C@@H:3]([NH:6][C:7]2[S:8][CH:9]=[CH:10][N:11]=2)[CH2:2]1.[F:12][C:13]1[CH:21]=[CH:20][C:19]([CH:22]=[O:23])=[CH:18][C:14]=1[C:15](O)=[O:16].F[P-](F)(F)(F)(F)F.N1(OC(N(C)C)=[N+](C)C)C2C=CC=CC=2N=N1.C(N(CC)C(C)C)(C)C. No catalyst specified. The product is [F:12][C:13]1[CH:21]=[CH:20][C:19]([CH:22]=[O:23])=[CH:18][C:14]=1[C:15]([N:1]1[CH2:5][CH2:4][C@@H:3]([NH:6][C:7]2[S:8][CH:9]=[CH:10][N:11]=2)[CH2:2]1)=[O:16]. The yield is 0.450. (8) The reactants are [Cl:1][C:2]1[C:3]([F:31])=[C:4]([CH:8]2[C:12]([C:15]3[CH:20]=[CH:19][C:18]([Cl:21])=[CH:17][C:16]=3[F:22])([C:13]#[N:14])[CH:11]([CH2:23][C:24]([CH3:27])([CH3:26])[CH3:25])[NH:10][CH:9]2[C:28]([OH:30])=O)[CH:5]=[CH:6][CH:7]=1.[C:32]([O:36][C:37]([N:39]1[CH2:44][CH2:43][C:42]([CH2:46][N:47]2[CH:51]=[CH:50][C:49]([NH2:52])=[N:48]2)([OH:45])[CH2:41][CH2:40]1)=[O:38])([CH3:35])([CH3:34])[CH3:33].CN(C(ON1N=NC2C=CC=NC1=2)=[N+](C)C)C.F[P-](F)(F)(F)(F)F.CCN(C(C)C)C(C)C. The catalyst is C(Cl)Cl. The product is [C:32]([O:36][C:37]([N:39]1[CH2:40][CH2:41][C:42]([CH2:46][N:47]2[CH:51]=[CH:50][C:49]([NH:52][C:28]([C@H:9]3[C@H:8]([C:4]4[CH:5]=[CH:6][CH:7]=[C:2]([Cl:1])[C:3]=4[F:31])[C@:12]([C:15]4[CH:20]=[CH:19][C:18]([Cl:21])=[CH:17][C:16]=4[F:22])([C:13]#[N:14])[C@H:11]([CH2:23][C:24]([CH3:26])([CH3:25])[CH3:27])[NH:10]3)=[O:30])=[N:48]2)([OH:45])[CH2:43][CH2:44]1)=[O:38])([CH3:35])([CH3:33])[CH3:34]. The yield is 0.644.